Dataset: Full USPTO retrosynthesis dataset with 1.9M reactions from patents (1976-2016). Task: Predict the reactants needed to synthesize the given product. (1) Given the product [Br:1][C:2]1[CH:3]=[C:4]([Cl:18])[C:5]2[N:6]([C:24]([O:23][C:20]([CH3:22])([CH3:21])[CH3:19])=[O:25])[C:7]3[C:12]([S:13][C:14]=2[CH:15]=1)=[CH:11][C:10]([Br:16])=[CH:9][C:8]=3[Cl:17], predict the reactants needed to synthesize it. The reactants are: [Br:1][C:2]1[CH:3]=[C:4]([Cl:18])[C:5]2[NH:6][C:7]3[C:12]([S:13][C:14]=2[CH:15]=1)=[CH:11][C:10]([Br:16])=[CH:9][C:8]=3[Cl:17].[CH3:19][C:20]([O:23][C:24](O[C:24]([O:23][C:20]([CH3:22])([CH3:21])[CH3:19])=[O:25])=[O:25])([CH3:22])[CH3:21]. (2) Given the product [CH3:15][O:16][C:7]1[CH:2]=[C:3]([CH:4]=[CH:5][C:6]=1[N+:8]([O-:10])=[O:9])[C:11]([Cl:14])=[O:13], predict the reactants needed to synthesize it. The reactants are: Cl[C:2]1[CH:7]=[C:6]([N+:8]([O-:10])=[O:9])[CH:5]=[CH:4][C:3]=1[C:11](=[O:13])C.[ClH:14].[CH3:15][OH:16].